From a dataset of Reaction yield outcomes from USPTO patents with 853,638 reactions. Predict the reaction yield, written as a fraction of the theoretical maximum amount of product (1.0 means a 100% yield; for example, 0.34 means a 34% yield). (1) The reactants are [C:1]1(=[O:10])[C:9]2[C:4](=[CH:5][CH:6]=[CH:7][CH:8]=2)[CH2:3][O:2]1.[N+:11]([O-])([O-:13])=[O:12].[K+]. The catalyst is OS(O)(=O)=O. The product is [N+:11]([C:7]1[CH:8]=[C:9]2[C:4]([CH2:3][O:2][C:1]2=[O:10])=[CH:5][CH:6]=1)([O-:13])=[O:12]. The yield is 0.800. (2) The reactants are O/[N:2]=[C:3](/[N:10]1[CH2:15][CH2:14][N:13]([C:16]2[N:21]=[CH:20][C:19]([O:22][CH2:23][C:24]3[CH:29]=[CH:28][C:27]([S:30]([CH3:33])(=[O:32])=[O:31])=[CH:26][CH:25]=3)=[CH:18][N:17]=2)[CH2:12][CH2:11]1)\[NH:4][C:5](=[O:9])[CH:6]([CH3:8])[CH3:7]. The catalyst is C1(C)C=CC=CC=1. The product is [CH:6]([C:5]1[O:9][N:2]=[C:3]([N:10]2[CH2:11][CH2:12][N:13]([C:16]3[N:21]=[CH:20][C:19]([O:22][CH2:23][C:24]4[CH:25]=[CH:26][C:27]([S:30]([CH3:33])(=[O:32])=[O:31])=[CH:28][CH:29]=4)=[CH:18][N:17]=3)[CH2:14][CH2:15]2)[N:4]=1)([CH3:8])[CH3:7]. The yield is 0.560. (3) The reactants are I[C:2]1[CH:7]=[C:6]([N+:8]([O-:10])=[O:9])[CH:5]=[C:4]([O:11][CH3:12])[CH:3]=1.[C:13]1(B(O)O)[CH:18]=[CH:17][CH:16]=[CH:15][CH:14]=1.C(=O)([O-])[O-].[K+].[K+].C1(C)C=CC=CC=1. The catalyst is C(O)C.C1(P([Pd-4](P(C2C=CC=CC=2)(C2C=CC=CC=2)C2C=CC=CC=2)(P(C2C=CC=CC=2)(C2C=CC=CC=2)C2C=CC=CC=2)P(C2C=CC=CC=2)(C2C=CC=CC=2)C2C=CC=CC=2)(C2C=CC=CC=2)C2C=CC=CC=2)C=CC=CC=1. The product is [CH3:12][O:11][C:4]1[CH:3]=[C:2]([C:13]2[CH:18]=[CH:17][CH:16]=[CH:15][CH:14]=2)[CH:7]=[C:6]([N+:8]([O-:10])=[O:9])[CH:5]=1. The yield is 0.810. (4) The product is [Br:1][C:2]1[CH:11]=[C:10]2[C:5]([N:6]=[C:7]([C:13]3[CH:18]=[CH:17][CH:16]=[CH:15][CH:14]=3)[C:8](=[O:12])[NH:9]2)=[C:4]([C:19]([NH:21][CH2:22][C:23]([OH:25])=[O:24])=[O:20])[C:3]=1[OH:28]. The reactants are [Br:1][C:2]1[CH:11]=[C:10]2[C:5]([N:6]=[C:7]([C:13]3[CH:18]=[CH:17][CH:16]=[CH:15][CH:14]=3)[C:8](=[O:12])[NH:9]2)=[C:4]([C:19]([NH:21][CH2:22][C:23]([O:25]CC)=[O:24])=[O:20])[C:3]=1[OH:28].[OH-].[Na+]. The yield is 0.960. The catalyst is C(O)C.